The task is: Predict which catalyst facilitates the given reaction.. This data is from Catalyst prediction with 721,799 reactions and 888 catalyst types from USPTO. (1) Reactant: C([Si](CC)(CC)[O:4][CH2:5][CH2:6][C:7]#[C:8][Si:9]([CH2:14][CH3:15])([CH2:12][CH3:13])[CH2:10][CH3:11])C.Cl.CCCCCC.O. Product: [CH2:14]([Si:9]([CH2:10][CH3:11])([CH2:12][CH3:13])[C:8]#[C:7][CH2:6][CH2:5][OH:4])[CH3:15]. The catalyst class is: 5. (2) Reactant: [C:1]([CH2:3][C:4]([O:6][CH2:7][CH3:8])=[O:5])#[N:2].Br[CH2:10][CH2:11]Br.C([O-])([O-])=O.[K+].[K+]. Product: [C:1]([C:3]1([C:4]([O:6][CH2:7][CH3:8])=[O:5])[CH2:11][CH2:10]1)#[N:2]. The catalyst class is: 21. (3) Product: [CH3:15][C:7]1([CH3:6])[C:8](=[O:11])[CH2:9][CH2:10][C:16]2([O:18][CH2:21][CH2:20][O:19]2)[CH2:17]1. Reactant: O1C2([CH2:10][CH2:9][C:8](=[O:11])[CH2:7][CH2:6]2)OCC1.[H-].[Na+].I[CH3:15].[C:16]([O:19][CH2:20][CH3:21])(=[O:18])[CH3:17]. The catalyst class is: 1. (4) Reactant: [F:1][C:2]1[CH:11]=[C:10]2[C:5]([C:6](=O)[CH:7]=[CH:8][NH:9]2)=[N:4][CH:3]=1.O=P(Cl)(Cl)[Cl:15].[OH-].[Na+].C(Cl)Cl.CO.[NH4+].[OH-]. Product: [Cl:15][C:6]1[CH:7]=[CH:8][N:9]=[C:10]2[C:5]=1[N:4]=[CH:3][C:2]([F:1])=[CH:11]2. The catalyst class is: 2. (5) Reactant: [CH:1]([O:4][CH2:5][CH2:6][N:7]1[CH:11]=[CH:10][C:9]([N+:12]([O-])=O)=[N:8]1)([CH3:3])[CH3:2].[H][H]. Product: [CH:1]([O:4][CH2:5][CH2:6][N:7]1[CH:11]=[CH:10][C:9]([NH2:12])=[N:8]1)([CH3:3])[CH3:2]. The catalyst class is: 63. (6) Reactant: [CH2:1]([O:3][C:4]1[CH:24]=[CH:23][C:7]([O:8][CH2:9][CH:10]2[CH2:15][CH2:14][CH:13]([CH:16]3[CH2:21][O:20][C:19](=[O:22])[CH2:18][CH2:17]3)[CH2:12][CH2:11]2)=[C:6]([F:25])[C:5]=1[F:26])[CH3:2].[CH2:27]([Li])[CH2:28][CH3:29].[Cl-].[NH4+]. Product: [CH2:1]([O:3][C:4]1[CH:24]=[CH:23][C:7]([O:8][CH2:9][CH:10]2[CH2:15][CH2:14][CH:13]([CH:16]3[CH2:21][O:20][C:19]([CH2:27][CH2:28][CH3:29])([OH:22])[CH2:18][CH2:17]3)[CH2:12][CH2:11]2)=[C:6]([F:25])[C:5]=1[F:26])[CH3:2]. The catalyst class is: 1. (7) Reactant: O.[OH-].[Li+].C[O:5][C:6](=[O:40])[C@H:7]([CH2:15][C:16]1[CH:21]=[C:20]([I:22])[C:19]([O:23][CH2:24][C:25]2[CH:30]=[CH:29][C:28]([O:31][C:32]3[CH:37]=[CH:36][C:35]([OH:38])=[CH:34][CH:33]=3)=[CH:27][CH:26]=2)=[C:18]([I:39])[CH:17]=1)[NH:8]C(=O)C(F)(F)F.Cl. Product: [OH:38][C:35]1[CH:34]=[CH:33][C:32]([O:31][C:28]2[CH:29]=[CH:30][C:25]([CH2:24][O:23][C:19]3[C:18]([I:39])=[CH:17][C:16]([CH2:15][C@@H:7]([C:6]([OH:40])=[O:5])[NH2:8])=[CH:21][C:20]=3[I:22])=[CH:26][CH:27]=2)=[CH:37][CH:36]=1. The catalyst class is: 30. (8) Reactant: [F:1][C:2]1[CH:3]=[C:4]([CH:20]=[CH:21][C:22]=1[F:23])[CH2:5][C:6]1([OH:19])[CH2:11][CH2:10][N:9](C(OC(C)(C)C)=O)[CH2:8][CH2:7]1.[ClH:24].C(O)C. Product: [ClH:24].[F:1][C:2]1[CH:3]=[C:4]([CH:20]=[CH:21][C:22]=1[F:23])[CH2:5][C:6]1([OH:19])[CH2:11][CH2:10][NH:9][CH2:8][CH2:7]1. The catalyst class is: 8. (9) Reactant: [F:1][C:2]1[CH:9]=[CH:8][C:5]([CH:6]=O)=[CH:4][CH:3]=1.[CH3:10][O:11][C:12]1[CH:13]=[C:14]([NH2:18])[CH:15]=[N:16][CH:17]=1. Product: [F:1][C:2]1[CH:9]=[CH:8][C:5]([CH:6]=[N:18][C:14]2[CH:15]=[N:16][CH:17]=[C:12]([O:11][CH3:10])[CH:13]=2)=[CH:4][CH:3]=1. The catalyst class is: 8. (10) Reactant: Br[C:2]1[N:6]2[C:7]3[C:12]([N:13]=[C:14]([CH3:15])[C:5]2=[C:4]([CH3:19])[N:3]=1)=[C:11]([F:16])[CH:10]=[C:9]([O:17][CH3:18])[CH:8]=3.[CH3:20][C:21]1[CH:26]=[CH:25][CH:24]=[CH:23][C:22]=1B(O)O.C([O-])([O-])=O.[K+].[K+]. Product: [F:16][C:11]1[CH:10]=[C:9]([O:17][CH3:18])[CH:8]=[C:7]2[C:12]=1[N:13]=[C:14]([CH3:15])[C:5]1[N:6]2[C:2]([C:22]2[CH:23]=[CH:24][CH:25]=[CH:26][C:21]=2[CH3:20])=[N:3][C:4]=1[CH3:19]. The catalyst class is: 73.